From a dataset of Peptide-MHC class I binding affinity with 185,985 pairs from IEDB/IMGT. Regression. Given a peptide amino acid sequence and an MHC pseudo amino acid sequence, predict their binding affinity value. This is MHC class I binding data. (1) The MHC is H-2-Kb with pseudo-sequence H-2-Kb. The peptide sequence is DSPREIGSLLH. The binding affinity (normalized) is 0. (2) The MHC is HLA-A02:02 with pseudo-sequence HLA-A02:02. The binding affinity (normalized) is 0.553. The peptide sequence is ILDNAAKYV. (3) The peptide sequence is RTFGKLPYR. The MHC is HLA-B08:02 with pseudo-sequence HLA-B08:02. The binding affinity (normalized) is 0.0847.